This data is from Reaction yield outcomes from USPTO patents with 853,638 reactions. The task is: Predict the reaction yield, written as a fraction of the theoretical maximum amount of product (1.0 means a 100% yield; for example, 0.34 means a 34% yield). (1) The reactants are [F:1][C:2]1[CH:10]=[C:9]2[C:5]([C:6]([C:20]3[CH:21]=[N:22][NH:23][CH:24]=3)=[CH:7][N:8]2[S:11]([C:14]2[CH:19]=[CH:18][CH:17]=[CH:16][CH:15]=2)(=[O:13])=[O:12])=[CH:4][CH:3]=1.Br[CH2:26][CH:27]([O:31][CH2:32][CH3:33])[O:28][CH2:29][CH3:30].C([O-])([O-])=O.[Cs+].[Cs+].O. The catalyst is CN(C=O)C. The product is [CH2:29]([O:28][CH:27]([O:31][CH2:32][CH3:33])[CH2:26][N:23]1[CH:24]=[C:20]([C:6]2[C:5]3[C:9](=[CH:10][C:2]([F:1])=[CH:3][CH:4]=3)[N:8]([S:11]([C:14]3[CH:15]=[CH:16][CH:17]=[CH:18][CH:19]=3)(=[O:12])=[O:13])[CH:7]=2)[CH:21]=[N:22]1)[CH3:30]. The yield is 0.370. (2) The yield is 0.310. The catalyst is ClCCl.C([O-])(=O)C.[Cu+2].C([O-])(=O)C. The reactants are [OH:1][C:2]1[CH:7]=[CH:6][CH:5]=[CH:4][C:3]=1[C:8]1[C:9]([O:16][CH3:17])=[CH:10][C:11](=[O:15])[N:12]([CH3:14])[N:13]=1.[F:18][C:19]1[CH:24]=[CH:23][C:22](B(O)O)=[CH:21][CH:20]=1.C(N(CC)CC)C. The product is [F:18][C:19]1[CH:24]=[CH:23][C:22]([O:1][C:2]2[CH:7]=[CH:6][CH:5]=[CH:4][C:3]=2[C:8]2[C:9]([O:16][CH3:17])=[CH:10][C:11](=[O:15])[N:12]([CH3:14])[N:13]=2)=[CH:21][CH:20]=1. (3) The reactants are OC(C(F)(F)F)=O.[F:8][C:9]([F:25])([F:24])[C:10]1[CH:15]=[CH:14][CH:13]=[CH:12][C:11]=1[C:16]1[CH2:17][C@@H:18]2[CH2:22][NH:21][CH2:20][C@@H:19]2[CH:23]=1.[N:26]([C:29]1[CH:38]=[CH:37][CH:36]=[CH:35][C:30]=1[C:31]([O:33][CH3:34])=[O:32])=[C:27]=[O:28].CCN(CC)CC. The catalyst is C(Cl)Cl.C([O-])(O)=O.[Na+]. The product is [F:25][C:9]([F:8])([F:24])[C:10]1[CH:15]=[CH:14][CH:13]=[CH:12][C:11]=1[C:16]1[CH2:17][C@@H:18]2[CH2:22][N:21]([C:27]([NH:26][C:29]3[CH:38]=[CH:37][CH:36]=[CH:35][C:30]=3[C:31]([O:33][CH3:34])=[O:32])=[O:28])[CH2:20][C@@H:19]2[CH:23]=1. The yield is 0.620.